This data is from HIV replication inhibition screening data with 41,000+ compounds from the AIDS Antiviral Screen. The task is: Binary Classification. Given a drug SMILES string, predict its activity (active/inactive) in a high-throughput screening assay against a specified biological target. The drug is ON=CC(=NO)Nc1ccc(Cc2ccc(NC(C=NO)=NO)cc2)cc1. The result is 0 (inactive).